Dataset: Reaction yield outcomes from USPTO patents with 853,638 reactions. Task: Predict the reaction yield, written as a fraction of the theoretical maximum amount of product (1.0 means a 100% yield; for example, 0.34 means a 34% yield). (1) The reactants are N(C(C)C)C(C)C.[Li]CCCC.[CH:13]1([C:18]([O:20][CH3:21])=[O:19])[CH2:17][CH2:16][CH2:15][CH2:14]1.[CH2:22](I)[I:23]. The catalyst is C1COCC1. The product is [I:23][CH2:22][C:13]1([C:18]([O:20][CH3:21])=[O:19])[CH2:17][CH2:16][CH2:15][CH2:14]1. The yield is 0.520. (2) The reactants are [F:1][C:2]1[C:11]([CH:12]([CH2:28]O)[CH2:13][N:14]2[CH2:18][CH2:17][C@H:16]([CH2:19][NH:20][C:21](=[O:27])[O:22][C:23]([CH3:26])([CH3:25])[CH3:24])[CH2:15]2)=[C:10]2[C:5]([CH:6]=[CH:7][C:8]([O:30]C)=[N:9]2)=[CH:4][CH:3]=1.C(N(C(C)C)CC)(C)C.CS(Cl)(=O)=O. The catalyst is C(Cl)(Cl)Cl.C(Cl)Cl. The product is [F:1][C:2]1[C:11]2[CH:12]([CH2:13][N:14]3[CH2:18][CH2:17][C@H:16]([CH2:19][NH:20][C:21](=[O:27])[O:22][C:23]([CH3:25])([CH3:24])[CH3:26])[CH2:15]3)[CH2:28][N:9]3[C:10]=2[C:5]([CH:6]=[CH:7][C:8]3=[O:30])=[CH:4][CH:3]=1. The yield is 0.840. (3) The reactants are Cl.C(OC([N:9]1[CH2:13][CH2:12][CH:11]([N:14]2[CH:18]=[CH:17][C:16]([C:19]3[CH:24]=[CH:23][C:22]([F:25])=[CH:21][CH:20]=3)=[C:15]2[C:26]2[CH:31]=[CH:30][N:29]=[CH:28][CH:27]=2)[CH2:10]1)=O)(C)(C)C. The catalyst is O1CCOCC1.C(O)C. The product is [F:25][C:22]1[CH:21]=[CH:20][C:19]([C:16]2[CH:17]=[CH:18][N:14]([CH:11]3[CH2:12][CH2:13][NH:9][CH2:10]3)[C:15]=2[C:26]2[CH:27]=[CH:28][N:29]=[CH:30][CH:31]=2)=[CH:24][CH:23]=1. The yield is 0.870. (4) The reactants are [Cl:1][C:2]1[CH:3]=[C:4]([CH:9]([C:24]([F:27])([F:26])[F:25])/[CH:10]=[CH:11]/[C:12]2[CH:22]=[CH:21][C:15]([C:16]([O:18]CC)=[O:17])=[C:14]([CH3:23])[CH:13]=2)[CH:5]=[C:6]([Cl:8])[CH:7]=1.Cl. The catalyst is O1CCOCC1. The product is [Cl:1][C:2]1[CH:3]=[C:4]([CH:9]([C:24]([F:27])([F:25])[F:26])/[CH:10]=[CH:11]/[C:12]2[CH:22]=[CH:21][C:15]([C:16]([OH:18])=[O:17])=[C:14]([CH3:23])[CH:13]=2)[CH:5]=[C:6]([Cl:8])[CH:7]=1. The yield is 0.500.